From a dataset of Forward reaction prediction with 1.9M reactions from USPTO patents (1976-2016). Predict the product of the given reaction. (1) Given the reactants O1CCOCC1.[F:7][C:8]([F:56])([F:55])[C:9]1[CH:10]=[C:11]([CH:48]=[C:49]([C:51]([F:54])([F:53])[F:52])[CH:50]=1)[CH2:12][N:13]1[C@H:17]([CH3:18])[C@@H:16]([C:19]2[CH:24]=[C:23]([C:25]([F:28])([F:27])[F:26])[CH:22]=[CH:21][C:20]=2[C:29]2[CH:30]=[C:31]([C:36]3[CH:41]=[CH:40][C:39]([C:42]([O:44]C)=[O:43])=[CH:38][C:37]=3[CH3:46])[CH:32]=[CH:33][C:34]=2[Cl:35])[O:15][C:14]1=[O:47].O.[OH-].[Li+].Cl, predict the reaction product. The product is: [F:56][C:8]([F:7])([F:55])[C:9]1[CH:10]=[C:11]([CH:48]=[C:49]([C:51]([F:53])([F:54])[F:52])[CH:50]=1)[CH2:12][N:13]1[C@H:17]([CH3:18])[C@@H:16]([C:19]2[CH:24]=[C:23]([C:25]([F:27])([F:26])[F:28])[CH:22]=[CH:21][C:20]=2[C:29]2[CH:30]=[C:31]([C:36]3[CH:41]=[CH:40][C:39]([C:42]([OH:44])=[O:43])=[CH:38][C:37]=3[CH3:46])[CH:32]=[CH:33][C:34]=2[Cl:35])[O:15][C:14]1=[O:47]. (2) Given the reactants O[CH2:2][CH:3]1[CH:8]([CH3:9])[CH:7]2[CH2:10][CH:4]1[CH2:5][CH2:6]2.C=C1C(C)C2CC1CC2, predict the reaction product. The product is: [CH3:2][C:3]1[CH:4]2[CH2:10][CH:7]([C:8]=1[CH3:9])[CH2:6][CH2:5]2. (3) Given the reactants [C:1]([C:4]1[CH:9]=[CH:8][C:7]([NH:10][CH2:11][C:12]2[N:16]([CH3:17])[C:15]3[CH:18]=[CH:19][C:20]([C:22]([N:24]([C:32]4[CH:37]=[CH:36][CH:35]=[CH:34][N:33]=4)[CH2:25][CH2:26][C:27]([O:29][CH2:30][CH3:31])=[O:28])=[O:23])=[CH:21][C:14]=3[N:13]=2)=[CH:6][CH:5]=1)(=[NH:3])[NH2:2].C(=O)([O-])[O-].[K+].[K+].O.Cl[C:46]([O:48][CH2:49][CH2:50][CH2:51][CH2:52][CH2:53][CH3:54])=[O:47], predict the reaction product. The product is: [CH3:54][CH2:53][CH2:52][CH2:51][CH2:50][CH2:49][O:48][C:46](/[N:3]=[C:1](\[NH2:2])/[C:4]1[CH:5]=[CH:6][C:7]([NH:10][CH2:11][C:12]2[N:16]([CH3:17])[C:15]3[CH:18]=[CH:19][C:20]([C:22]([N:24]([C:32]4[CH:37]=[CH:36][CH:35]=[CH:34][N:33]=4)[CH2:25][CH2:26][C:27]([O:29][CH2:30][CH3:31])=[O:28])=[O:23])=[CH:21][C:14]=3[N:13]=2)=[CH:8][CH:9]=1)=[O:47]. (4) The product is: [C:52]([O:15][CH2:14][C:13]([CH3:17])([CH3:16])[CH2:12][N:11]1[C:5]2[CH:4]=[CH:3][C:2]([Cl:1])=[CH:45][C:6]=2[C@@H:7]([C:35]2[CH:40]=[CH:39][CH:38]=[C:37]([O:41][CH3:42])[C:36]=2[O:43][CH3:44])[O:8][C@H:9]([CH2:19][C:20]([NH:22][C:23]2[CH:24]=[CH:25][CH:26]=[C:27]3[C:31]=2[NH:30][C:29]([C:32]([OH:34])=[O:33])=[CH:28]3)=[O:21])[C:10]1=[O:18])(=[O:54])[CH3:53]. Given the reactants [Cl:1][C:2]1[CH:3]=[CH:4][C:5]2[N:11]([CH2:12][C:13]([CH3:17])([CH3:16])[CH2:14][OH:15])[C:10](=[O:18])[C@@H:9]([CH2:19][C:20]([NH:22][C:23]3[CH:24]=[CH:25][CH:26]=[C:27]4[C:31]=3[NH:30][C:29]([C:32]([O-:34])=[O:33])=[CH:28]4)=[O:21])[O:8][C@H:7]([C:35]3[CH:40]=[CH:39][CH:38]=[C:37]([O:41][CH3:42])[C:36]=3[O:43][CH3:44])[C:6]=2[CH:45]=1.N1C=CC=CC=1.[C:52](OCC)(=[O:54])[CH3:53].C(Cl)(=O)C, predict the reaction product. (5) Given the reactants [Cl:1][C:2]1[CH:7]=[C:6]([O:8][CH2:9][C:10]2([CH2:14][OH:15])[CH2:13][O:12][CH2:11]2)[CH:5]=[CH:4][C:3]=1[C:16]1[CH:21]=[CH:20][CH:19]=[C:18]([CH2:22][O:23][C:24]2[CH:29]=[CH:28][C:27]([C:30]3([CH2:34][C:35]([O:37]CC)=[O:36])[CH2:33][O:32][CH2:31]3)=[CH:26][CH:25]=2)[CH:17]=1.O.[OH-].[Li+], predict the reaction product. The product is: [Cl:1][C:2]1[CH:7]=[C:6]([O:8][CH2:9][C:10]2([CH2:14][OH:15])[CH2:13][O:12][CH2:11]2)[CH:5]=[CH:4][C:3]=1[C:16]1[CH:21]=[CH:20][CH:19]=[C:18]([CH2:22][O:23][C:24]2[CH:29]=[CH:28][C:27]([C:30]3([CH2:34][C:35]([OH:37])=[O:36])[CH2:31][O:32][CH2:33]3)=[CH:26][CH:25]=2)[CH:17]=1. (6) Given the reactants Br[C:2]1[C:7]2[S:8][C:9]([C:11]3[C:16]([F:17])=[CH:15][CH:14]=[CH:13][C:12]=3[Cl:18])=[N:10][C:6]=2[CH:5]=[CH:4][N:3]=1.[CH:19]1([NH:22][C:23]([NH2:25])=[O:24])[CH2:21][CH2:20]1.CC1(C)C2C(=C(P(C3C=CC=CC=3)C3C=CC=CC=3)C=CC=2)OC2C(P(C3C=CC=CC=3)C3C=CC=CC=3)=CC=CC1=2.C([O-])([O-])=O.[Cs+].[Cs+], predict the reaction product. The product is: [Cl:18][C:12]1[CH:13]=[CH:14][CH:15]=[C:16]([F:17])[C:11]=1[C:9]1[S:8][C:7]2[C:2]([NH:25][C:23]([NH:22][CH:19]3[CH2:21][CH2:20]3)=[O:24])=[N:3][CH:4]=[CH:5][C:6]=2[N:10]=1. (7) Given the reactants [Cl:1][C:2]1[CH:7]=[CH:6][C:5]([CH:8]([C:20]2[CH:25]=[CH:24][CH:23]=[C:22]([S:26]([CH3:29])(=[O:28])=[O:27])[CH:21]=2)[CH2:9][C:10]([C:12]2[CH:13]=[CH:14][C:15](=[O:19])[N:16]([CH3:18])[CH:17]=2)=O)=[C:4]([F:30])[CH:3]=1.Cl.[NH2:32][OH:33].C(=O)([O-])O.[Na+], predict the reaction product. The product is: [Cl:1][C:2]1[CH:7]=[CH:6][C:5]([CH:8]([C:20]2[CH:25]=[CH:24][CH:23]=[C:22]([S:26]([CH3:29])(=[O:28])=[O:27])[CH:21]=2)[CH2:9]/[C:10](/[C:12]2[CH:13]=[CH:14][C:15](=[O:19])[N:16]([CH3:18])[CH:17]=2)=[N:32]\[OH:33])=[C:4]([F:30])[CH:3]=1.